Task: Predict the reaction yield, written as a fraction of the theoretical maximum amount of product (1.0 means a 100% yield; for example, 0.34 means a 34% yield).. Dataset: Reaction yield outcomes from USPTO patents with 853,638 reactions The reactants are [Cl:1][C:2]1[CH:9]=[C:8]([N:10]2[CH2:15][CH2:14][O:13][CH2:12][CH2:11]2)[CH:7]=[CH:6][C:3]=1[CH:4]=O.[CH3:16][C@H:17]1[CH2:22][NH:21][CH2:20][CH2:19][N:18]1[C:23]([O:25][C:26]([CH3:29])([CH3:28])[CH3:27])=[O:24].ClCCCl.C(O[BH-](OC(=O)C)OC(=O)C)(=O)C.[Na+]. The catalyst is O. The product is [Cl:1][C:2]1[CH:9]=[C:8]([N:10]2[CH2:15][CH2:14][O:13][CH2:12][CH2:11]2)[CH:7]=[CH:6][C:3]=1[CH2:4][N:21]1[CH2:20][CH2:19][N:18]([C:23]([O:25][C:26]([CH3:29])([CH3:28])[CH3:27])=[O:24])[C@@H:17]([CH3:16])[CH2:22]1. The yield is 0.740.